From a dataset of Catalyst prediction with 721,799 reactions and 888 catalyst types from USPTO. Predict which catalyst facilitates the given reaction. (1) Reactant: CC1OC(CO)C(O)C([O:11][CH:12]2[O:17][CH:16]([CH2:18][O:19]C3OCC(O)C(OC)C3O)[CH:15]([OH:30])[CH:14]([O:31]C)[CH:13]2[OH:33])C1O.Cl. Product: [O:11]=[CH:12][C@@H:13]([C@H:14]([C@H:15]([C@@H:16]([CH2:18][OH:19])[OH:17])[OH:30])[OH:31])[OH:33]. The catalyst class is: 6. (2) Reactant: [CH3:1][S:2]([C:5]1[CH:6]=[CH:7][C:8]([C:11]#[N:12])=[N:9][CH:10]=1)(=[O:4])=[O:3].[ClH:13].[H][H]. Product: [ClH:13].[CH3:1][S:2]([C:5]1[CH:6]=[CH:7][C:8]([CH2:11][NH2:12])=[N:9][CH:10]=1)(=[O:4])=[O:3]. The catalyst class is: 19. (3) Reactant: [CH3:1][C:2]1[N:3]=[CH:4][C:5]2[C:10]([CH:11]=1)=[CH:9][C:8]([C:12](OC)=[O:13])=[CH:7][CH:6]=2. Product: [CH3:1][C:2]1[N:3]=[CH:4][C:5]2[C:10]([CH:11]=1)=[CH:9][C:8]([CH2:12][OH:13])=[CH:7][CH:6]=2. The catalyst class is: 1. (4) The catalyst class is: 15. Product: [Cl:22][CH2:23][C:24]1[N:6]([C:7]2[CH:12]=[CH:11][CH:10]=[CH:9][C:8]=2[Cl:13])[C:4](=[O:5])[C:3]2[C:2](=[C:17]([C:18]([F:21])([F:19])[F:20])[CH:16]=[CH:15][CH:14]=2)[N:1]=1. Reactant: [NH2:1][C:2]1[C:17]([C:18]([F:21])([F:20])[F:19])=[CH:16][CH:15]=[CH:14][C:3]=1[C:4]([NH:6][C:7]1[CH:12]=[CH:11][CH:10]=[CH:9][C:8]=1[Cl:13])=[O:5].[Cl:22][CH2:23][C:24](Cl)=O. (5) Reactant: C(OC(=O)C)C.[ClH:7].[F:8][C:9]1[CH:18]=[CH:17][C:16]([O:19][CH2:20][CH2:21][CH3:22])=[C:15]2[C:10]=1[C:11](=[O:47])[C:12]([C:39]1[CH:44]=[CH:43][C:42]([O:45][CH3:46])=[CH:41][CH:40]=1)=[CH:13][N:14]2[CH2:23][CH2:24][NH:25][C:26]([C@@H:28]([NH:31]C(=O)OC(C)(C)C)[CH2:29][OH:30])=[O:27]. Product: [ClH:7].[NH2:31][C@@H:28]([CH2:29][OH:30])[C:26]([NH:25][CH2:24][CH2:23][N:14]1[C:15]2[C:10](=[C:9]([F:8])[CH:18]=[CH:17][C:16]=2[O:19][CH2:20][CH2:21][CH3:22])[C:11](=[O:47])[C:12]([C:39]2[CH:40]=[CH:41][C:42]([O:45][CH3:46])=[CH:43][CH:44]=2)=[CH:13]1)=[O:27]. The catalyst class is: 8. (6) Reactant: [CH2:1]([N:8]1[C:16]2[C:11](=[CH:12][CH:13]=[C:14]([N+:17]([O-:19])=[O:18])[CH:15]=2)[C:10]([C:20]([OH:29])([C:25]([F:28])([F:27])[F:26])[CH2:21][C:22]([OH:24])=O)=[CH:9]1)[C:2]1[CH:7]=[CH:6][CH:5]=[CH:4][CH:3]=1.[NH:30]1[CH2:35][CH2:34][O:33][CH2:32][CH2:31]1.S(Cl)(Cl)=O.S([O-])([O-])(=O)=S.[Na+].[Na+].[Cl-].[NH4+]. Product: [CH2:1]([N:8]1[C:16]2[C:11](=[CH:12][CH:13]=[C:14]([N+:17]([O-:19])=[O:18])[CH:15]=2)[C:10]([C:20]([OH:29])([CH2:21][C:22]([N:30]2[CH2:35][CH2:34][O:33][CH2:32][CH2:31]2)=[O:24])[C:25]([F:28])([F:26])[F:27])=[CH:9]1)[C:2]1[CH:3]=[CH:4][CH:5]=[CH:6][CH:7]=1. The catalyst class is: 468. (7) Reactant: [NH2:1][C:2]1[CH:7]=[CH:6][C:5]([N:8]2[CH2:13][CH2:12][N:11](C(OC(C)(C)C)=O)[CH2:10][CH2:9]2)=[CH:4][C:3]=1[O:21][CH3:22].[CH3:23][C:24]1[C:33]2[CH:32]=[N:31][C:30](S(C)=O)=[N:29][C:28]=2[N:27]([C:37]2[CH:38]=[C:39]([NH:43][C:44](=[O:47])[CH:45]=[CH2:46])[CH:40]=[CH:41][CH:42]=2)[C:26](=[O:48])[CH:25]=1.CCN(C(C)C)C(C)C.O1CCOCC1. Product: [CH3:22][O:21][C:3]1[CH:4]=[C:5]([N:8]2[CH2:9][CH2:10][NH:11][CH2:12][CH2:13]2)[CH:6]=[CH:7][C:2]=1[NH:1][C:30]1[N:31]=[CH:32][C:33]2[C:24]([CH3:23])=[CH:25][C:26](=[O:48])[N:27]([C:37]3[CH:38]=[C:39]([NH:43][C:44](=[O:47])[CH:45]=[CH2:46])[CH:40]=[CH:41][CH:42]=3)[C:28]=2[N:29]=1. The catalyst class is: 107.